This data is from Catalyst prediction with 721,799 reactions and 888 catalyst types from USPTO. The task is: Predict which catalyst facilitates the given reaction. (1) The catalyst class is: 4. Product: [Br:11][C:12]1[CH:17]=[CH:16][CH:15]=[CH:14][C:13]=1[S:18]([C:21]1[CH:22]=[CH:23][C:24]([CH:27]=[O:28])=[CH:25][CH:26]=1)(=[O:20])=[O:19]. Reactant: C(Cl)(=O)C(Cl)=O.CS(C)=O.[Br:11][C:12]1[CH:17]=[CH:16][CH:15]=[CH:14][C:13]=1[S:18]([C:21]1[CH:26]=[CH:25][C:24]([CH2:27][OH:28])=[CH:23][CH:22]=1)(=[O:20])=[O:19].C(N(CC)CC)C. (2) Reactant: [F:1][C:2]1[CH:30]=[CH:29][CH:28]=[CH:27][C:3]=1[CH2:4][N:5]1[C:9]2=[N:10][CH:11]=[CH:12][CH:13]=[C:8]2[C:7]([C:14]2[N:15]=[C:16](I)[C:17]3[C:22]([CH3:24])([CH3:23])[C:21](=[O:25])[NH:20][C:18]=3[N:19]=2)=[N:6]1.[F:31][C:32]([F:39])([F:38])[CH:33]1[CH2:37][CH2:36][NH:35][CH2:34]1. Product: [F:1][C:2]1[CH:30]=[CH:29][CH:28]=[CH:27][C:3]=1[CH2:4][N:5]1[C:9]2=[N:10][CH:11]=[CH:12][CH:13]=[C:8]2[C:7]([C:14]2[N:15]=[C:16]([N:35]3[CH2:36][CH2:37][CH:33]([C:32]([F:39])([F:38])[F:31])[CH2:34]3)[C:17]3[C:22]([CH3:24])([CH3:23])[C:21](=[O:25])[NH:20][C:18]=3[N:19]=2)=[N:6]1. The catalyst class is: 37.